Task: Predict the reaction yield, written as a fraction of the theoretical maximum amount of product (1.0 means a 100% yield; for example, 0.34 means a 34% yield).. Dataset: Reaction yield outcomes from USPTO patents with 853,638 reactions The reactants are [Br:1][C:2]1[CH:3]=[CH:4][C:5]([OH:17])=[C:6]([C:8](=[O:16])[CH2:9][C:10]2[CH:15]=[CH:14][CH:13]=[CH:12][CH:11]=2)[CH:7]=1.[C:18](OC(=O)C)(=O)[CH3:19].C([O-])(=O)C.[Na+]. No catalyst specified. The product is [Br:1][C:2]1[CH:7]=[C:6]2[C:5](=[CH:4][CH:3]=1)[O:17][C:18]([CH3:19])=[C:9]([C:10]1[CH:15]=[CH:14][CH:13]=[CH:12][CH:11]=1)[C:8]2=[O:16]. The yield is 0.970.